This data is from Full USPTO retrosynthesis dataset with 1.9M reactions from patents (1976-2016). The task is: Predict the reactants needed to synthesize the given product. (1) The reactants are: [CH2:1]([N:5]1[CH:9]=[C:8]([C:10]([O:12]C)=O)[N:7]=[N:6]1)[CH2:2][C:3]#[CH:4].[N:14]1[CH:19]=[CH:18][CH:17]=[CH:16][C:15]=1[CH2:20][NH2:21]. Given the product [CH2:1]([N:5]1[CH:9]=[C:8]([C:10]([NH:21][CH2:20][C:15]2[CH:16]=[CH:17][CH:18]=[CH:19][N:14]=2)=[O:12])[N:7]=[N:6]1)[CH2:2][C:3]#[CH:4], predict the reactants needed to synthesize it. (2) The reactants are: CN(C=O)C.[CH:6]1([NH:12][C:13]2[CH:22]=[C:21]3[C:16]([C:17](=[O:34])[N:18]([CH2:29][CH2:30][CH2:31][CH:32]=O)[C:19](=[O:28])[N:20]3[CH:23]3[CH2:27][CH2:26][CH2:25][CH2:24]3)=[CH:15][C:14]=2[F:35])[CH2:11][CH2:10][CH2:9][CH2:8][CH2:7]1.C(=O)([O-])[O-].[K+].[K+].C(OP([CH2:50][C:51]([O:53][CH2:54][CH3:55])=[O:52])(OCC)=O)C. Given the product [CH:6]1([NH:12][C:13]2[CH:22]=[C:21]3[C:16]([C:17](=[O:34])[N:18]([CH2:29][CH2:30][CH2:31]/[CH:32]=[CH:50]/[C:51]([O:53][CH2:54][CH3:55])=[O:52])[C:19](=[O:28])[N:20]3[CH:23]3[CH2:27][CH2:26][CH2:25][CH2:24]3)=[CH:15][C:14]=2[F:35])[CH2:7][CH2:8][CH2:9][CH2:10][CH2:11]1, predict the reactants needed to synthesize it. (3) Given the product [CH3:24][O:25][C:26]1[CH:27]=[CH:28][C:29]([CH2:30][O:31][C:32]2[N:33]=[C:34]([C:44]3[C:57]4[CH2:56][C:55]5[C:50](=[CH:51][CH:52]=[CH:53][CH:54]=5)[S:49][C:48]=4[CH:47]=[C:46]([OH:58])[CH:45]=3)[CH:35]=[C:36]([N:38]3[CH2:39][CH2:40][O:41][CH2:42][CH2:43]3)[CH:37]=2)=[CH:67][CH:68]=1, predict the reactants needed to synthesize it. The reactants are: [F-].C([N+](CCCC)(CCCC)CCCC)CCC.O1CCCC1.[CH3:24][O:25][C:26]1[CH:68]=[CH:67][C:29]([CH2:30][O:31][C:32]2[CH:37]=[C:36]([N:38]3[CH2:43][CH2:42][O:41][CH2:40][CH2:39]3)[CH:35]=[C:34]([C:44]3[C:57]4[CH2:56][C:55]5[C:50](=[CH:51][CH:52]=[CH:53][CH:54]=5)[S:49][C:48]=4[CH:47]=[C:46]([O:58]COCC[Si](C)(C)C)[CH:45]=3)[N:33]=2)=[CH:28][CH:27]=1. (4) Given the product [CH3:20][S:17]([NH:16][C:13]1[CH:14]=[CH:15][C:10]([CH:8]([NH2:7])[CH3:9])=[CH:11][C:12]=1[C:21]#[C:22][C:23]1[CH:28]=[CH:27][CH:26]=[CH:25][CH:24]=1)(=[O:19])=[O:18], predict the reactants needed to synthesize it. The reactants are: C(OC(=O)[NH:7][CH:8]([C:10]1[CH:15]=[CH:14][C:13]([NH:16][S:17]([CH3:20])(=[O:19])=[O:18])=[C:12]([C:21]#[C:22][C:23]2[CH:28]=[CH:27][CH:26]=[CH:25][CH:24]=2)[CH:11]=1)[CH3:9])(C)(C)C.FC(F)(F)C(O)=O. (5) Given the product [CH:1]1([NH:6][C:7]([C:9]2([CH2:22][CH2:23][CH2:24][CH2:25][N:39]3[CH2:40][CH2:41][N:36]([C:34](=[O:35])[CH2:33][C:27]4[CH:28]=[CH:29][CH:30]=[CH:31][CH:32]=4)[CH2:37][CH2:38]3)[C:21]3[CH:20]=[CH:19][CH:18]=[CH:17][C:16]=3[C:15]3[C:10]2=[CH:11][CH:12]=[CH:13][CH:14]=3)=[O:8])[CH2:5][CH2:4][CH2:3][CH2:2]1, predict the reactants needed to synthesize it. The reactants are: [CH:1]1([NH:6][C:7]([C:9]2([CH2:22][CH2:23][CH2:24][CH2:25]Br)[C:21]3[CH:20]=[CH:19][CH:18]=[CH:17][C:16]=3[C:15]3[C:10]2=[CH:11][CH:12]=[CH:13][CH:14]=3)=[O:8])[CH2:5][CH2:4][CH2:3][CH2:2]1.[C:27]1([CH2:33][C:34]([N:36]2[CH2:41][CH2:40][NH:39][CH2:38][CH2:37]2)=[O:35])[CH:32]=[CH:31][CH:30]=[CH:29][CH:28]=1. (6) Given the product [NH2:7][C:8]1([CH:11]([OH:12])[C:13]([NH:14][CH:15]2[CH2:16][CH2:17]2)=[O:18])[CH2:10][CH2:9]1, predict the reactants needed to synthesize it. The reactants are: C(OC(=O)[NH:7][C:8]1([CH:11]([C:13](=[O:18])[NH:14][CH:15]2[CH2:17][CH2:16]2)[OH:12])[CH2:10][CH2:9]1)(C)(C)C.